From a dataset of Full USPTO retrosynthesis dataset with 1.9M reactions from patents (1976-2016). Predict the reactants needed to synthesize the given product. (1) The reactants are: C([O:8][C:9]1[CH:14]=[C:13]([CH2:15][C:16]2[S:17][CH:18]=[CH:19][N:20]=2)[CH:12]=[CH:11][C:10]=1[N:21]1[S:25](=[O:27])(=[O:26])[NH:24][C:23](=[O:28])[CH2:22]1)C1C=CC=CC=1.B(Br)(Br)Br. Given the product [OH:8][C:9]1[CH:14]=[C:13]([CH2:15][C:16]2[S:17][CH:18]=[CH:19][N:20]=2)[CH:12]=[CH:11][C:10]=1[N:21]1[S:25](=[O:27])(=[O:26])[NH:24][C:23](=[O:28])[CH2:22]1, predict the reactants needed to synthesize it. (2) Given the product [NH2:1][C:4]1[CH:18]=[CH:17][C:7]2[N:8]([CH2:12][C:13]([O:15][CH3:16])=[O:14])[C:9](=[O:11])[O:10][C:6]=2[CH:5]=1, predict the reactants needed to synthesize it. The reactants are: [N+:1]([C:4]1[CH:18]=[CH:17][C:7]2[N:8]([CH2:12][C:13]([O:15][CH3:16])=[O:14])[C:9](=[O:11])[O:10][C:6]=2[CH:5]=1)([O-])=O.C(OCC)(=O)C. (3) Given the product [F:26][C:22]([F:27])([C:21]([F:29])([F:28])[F:20])[C:23]([N:1]=[C:2]1[CH:7]=[CH:6][CH:5]=[CH:4][NH:3]1)=[O:24], predict the reactants needed to synthesize it. The reactants are: [NH2:1][C:2]1[CH:7]=[CH:6][CH:5]=[CH:4][N:3]=1.CCN=C=NCCCN(C)C.Cl.[F:20][C:21]([F:29])([F:28])[C:22]([F:27])([F:26])[C:23](O)=[O:24].